From a dataset of Reaction yield outcomes from USPTO patents with 853,638 reactions. Predict the reaction yield, written as a fraction of the theoretical maximum amount of product (1.0 means a 100% yield; for example, 0.34 means a 34% yield). (1) The reactants are [F:1][C:2]1[CH:7]=[C:6]([CH3:8])[C:5]([N+:9]([O-:11])=[O:10])=[CH:4][C:3]=1[N+:12]([O-:14])=[O:13].C[C:16]([N:18]([CH3:20])[CH3:19])=O.CN(C=O)C. The catalyst is O. The product is [F:1][C:2]1[C:3]([N+:12]([O-:14])=[O:13])=[CH:4][C:5]([N+:9]([O-:11])=[O:10])=[C:6](/[CH:8]=[CH:16]/[N:18]([CH3:20])[CH3:19])[CH:7]=1. The yield is 0.630. (2) The reactants are C[N:2]1[CH:6]=[C:5]([C:7]2[CH:12]=[CH:11][N:10]=[CH:9][CH:8]=2)[C:4]([C:13]2[CH:14]=[CH:15][C:16]([C:19]#[C:20][Si](C)(C)C)=[N:17][CH:18]=2)=[N:3]1. The catalyst is CCCC[N+](CCCC)(CCCC)CCCC.[F-].C1COCC1. The product is [C:19]([C:16]1[CH:15]=[CH:14][C:13]([C:4]2[C:5]([C:7]3[CH:12]=[CH:11][N:10]=[CH:9][CH:8]=3)=[CH:6][NH:2][N:3]=2)=[CH:18][N:17]=1)#[CH:20]. The yield is 0.714. (3) The reactants are [OH:1][C:2]([CH3:35])([CH3:34])[CH2:3][C@@:4]1([C:28]2[CH:33]=[CH:32][CH:31]=[CH:30][CH:29]=2)[O:9][C:8](=[O:10])[N:7]([C@H:11]([C:13]2[CH:18]=[CH:17][C:16](B3OC(C)(C)C(C)(C)O3)=[CH:15][CH:14]=2)[CH3:12])[CH2:6][CH2:5]1.Br[C:37]1[CH:42]=[CH:41][N:40]=[C:39]([C:43]2([S:46]([CH3:49])(=[O:48])=[O:47])[CH2:45][CH2:44]2)[CH:38]=1. No catalyst specified. The product is [OH:1][C:2]([CH3:34])([CH3:35])[CH2:3][C@@:4]1([C:28]2[CH:33]=[CH:32][CH:31]=[CH:30][CH:29]=2)[O:9][C:8](=[O:10])[N:7]([C@H:11]([C:13]2[CH:14]=[CH:15][C:16]([C:37]3[CH:42]=[CH:41][N:40]=[C:39]([C:43]4([S:46]([CH3:49])(=[O:48])=[O:47])[CH2:45][CH2:44]4)[CH:38]=3)=[CH:17][CH:18]=2)[CH3:12])[CH2:6][CH2:5]1. The yield is 0.840. (4) The reactants are [CH3:1][O:2][C:3]1[CH:4]=[C:5]([C:13]2[CH:14]=[C:15]3[CH2:21][C:20](=[O:22])[N:19](COCC[Si](C)(C)C)[C:16]3=[N:17][CH:18]=2)[CH:6]=[C:7]([O:11][CH3:12])[C:8]=1[O:9][CH3:10].C(=O)([O-])[O-].[Cs+].[Cs+].I[CH2:38][CH2:39][CH2:40][CH2:41]I. The catalyst is CN(C=O)C. The product is [CH3:12][O:11][C:7]1[CH:6]=[C:5]([C:13]2[CH:14]=[C:15]3[C:21]4([CH2:41][CH2:40][CH2:39][CH2:38]4)[C:20](=[O:22])[NH:19][C:16]3=[N:17][CH:18]=2)[CH:4]=[C:3]([O:2][CH3:1])[C:8]=1[O:9][CH3:10]. The yield is 0.510.